From a dataset of Peptide-MHC class II binding affinity with 134,281 pairs from IEDB. Regression. Given a peptide amino acid sequence and an MHC pseudo amino acid sequence, predict their binding affinity value. This is MHC class II binding data. (1) The peptide sequence is IPLQWIASAIVLEFF. The MHC is DRB1_0101 with pseudo-sequence DRB1_0101. The binding affinity (normalized) is 0.360. (2) The peptide sequence is SPEVIPMFSALSE. The MHC is HLA-DQA10401-DQB10402 with pseudo-sequence HLA-DQA10401-DQB10402. The binding affinity (normalized) is 0.454. (3) The peptide sequence is IVQINGRHFDLRAQG. The MHC is DRB1_1302 with pseudo-sequence DRB1_1302. The binding affinity (normalized) is 0.363. (4) The binding affinity (normalized) is 0.339. The MHC is DRB1_1201 with pseudo-sequence DRB1_1201. The peptide sequence is FGMVQFQKFFNPVTP. (5) The peptide sequence is AAATAGRTVYGAFAA. The MHC is HLA-DQA10401-DQB10402 with pseudo-sequence HLA-DQA10401-DQB10402. The binding affinity (normalized) is 0.453.